From a dataset of NCI-60 drug combinations with 297,098 pairs across 59 cell lines. Regression. Given two drug SMILES strings and cell line genomic features, predict the synergy score measuring deviation from expected non-interaction effect. (1) Drug 2: CC1=C(C(=O)C2=C(C1=O)N3CC4C(C3(C2COC(=O)N)OC)N4)N. Synergy scores: CSS=38.5, Synergy_ZIP=-0.891, Synergy_Bliss=-4.62, Synergy_Loewe=-36.9, Synergy_HSA=-5.79. Cell line: HCT116. Drug 1: CCCS(=O)(=O)NC1=C(C(=C(C=C1)F)C(=O)C2=CNC3=C2C=C(C=N3)C4=CC=C(C=C4)Cl)F. (2) Drug 1: CC1=C(N=C(N=C1N)C(CC(=O)N)NCC(C(=O)N)N)C(=O)NC(C(C2=CN=CN2)OC3C(C(C(C(O3)CO)O)O)OC4C(C(C(C(O4)CO)O)OC(=O)N)O)C(=O)NC(C)C(C(C)C(=O)NC(C(C)O)C(=O)NCCC5=NC(=CS5)C6=NC(=CS6)C(=O)NCCC[S+](C)C)O. Drug 2: C1CNP(=O)(OC1)N(CCCl)CCCl. Cell line: LOX IMVI. Synergy scores: CSS=34.1, Synergy_ZIP=1.90, Synergy_Bliss=2.35, Synergy_Loewe=-24.4, Synergy_HSA=2.43.